Dataset: Forward reaction prediction with 1.9M reactions from USPTO patents (1976-2016). Task: Predict the product of the given reaction. Given the reactants C1N=CN([C:6]([N:8]2C=N[CH:10]=[CH:9]2)=[O:7])C=1.NC1C=[C:18]([Cl:20])[CH:17]=[C:16]([CH3:21])[C:15]=1[OH:22], predict the reaction product. The product is: [Cl:20][C:18]1[CH:17]=[C:16]([CH3:21])[C:15]2[O:22][C:6](=[O:7])[NH:8][C:9]=2[CH:10]=1.